This data is from Reaction yield outcomes from USPTO patents with 853,638 reactions. The task is: Predict the reaction yield, written as a fraction of the theoretical maximum amount of product (1.0 means a 100% yield; for example, 0.34 means a 34% yield). The reactants are C([O:8][C:9]([C:11]1([C:24]([O:26]CC2C=CC=CC=2)=[O:25])[CH2:16][CH2:15][P:14](=[O:23])([C:17]2[CH:22]=[CH:21][CH:20]=[CH:19][CH:18]=2)[CH2:13][CH2:12]1)=[O:10])C1C=CC=CC=1.[H][H]. The catalyst is [Pd].C(O)C. The product is [O:23]=[P:14]1([C:17]2[CH:22]=[CH:21][CH:20]=[CH:19][CH:18]=2)[CH2:15][CH2:16][C:11]([C:9]([OH:10])=[O:8])([C:24]([OH:26])=[O:25])[CH2:12][CH2:13]1. The yield is 0.350.